Dataset: Full USPTO retrosynthesis dataset with 1.9M reactions from patents (1976-2016). Task: Predict the reactants needed to synthesize the given product. Given the product [O:11]=[C:1]1[C:2]2[CH:10]=[CH:9][CH:8]=[CH:7][C:3]=2/[C:4](=[C:13]2\[N:14]=[C:15]([C:17]3[CH:18]=[CH:19][CH:20]=[CH:21][CH:22]=3)[O:24][C:12]\2=[O:23])/[O:6]1, predict the reactants needed to synthesize it. The reactants are: [C:1]1(=[O:11])[O:6][C:4](=O)[C:3]2=[CH:7][CH:8]=[CH:9][CH:10]=[C:2]12.[C:12]([OH:24])(=[O:23])[CH2:13][NH:14][C:15]([C:17]1[CH:22]=[CH:21][CH:20]=[CH:19][CH:18]=1)=O.C([O-])(=O)C.[Na+].